From a dataset of Microsomal clearance measurements from AstraZeneca. Regression/Classification. Given a drug SMILES string, predict its absorption, distribution, metabolism, or excretion properties. Task type varies by dataset: regression for continuous measurements (e.g., permeability, clearance, half-life) or binary classification for categorical outcomes (e.g., BBB penetration, CYP inhibition). For this dataset (clearance_microsome_az), we predict log10(clearance) (log10 of the in vitro intrinsic clearance, CLint, in uL/min per mg of human liver microsomal protein, equivalently mL/min/g; values are censored to the assay range of 3 to 150, which is 0.477 to 2.18 on this log10 scale). (1) The log10(clearance) is 1.59. The molecule is CC(C)Cn1c(=O)n(C)c(=O)c2c(C(=O)N3CC[C@@H](O)C3)c(Cc3ccnc4ccccc34)sc21. (2) The compound is CS(=O)(=O)Nc1ccc(CCOCCCS(=O)(=O)CCNCCc2ccc(O)c3nc(O)sc23)cc1. The log10(clearance) is 1.45. (3) The molecule is C[C@H](CO)Nc1nc(SCc2ccco2)nc2[nH]c(=O)sc12. The log10(clearance) is 0.920. (4) The compound is O=C(O)COc1cccc(N2CCC(CN3CCC(Oc4ccc(Cl)c(Cl)c4)CC3)CC2)c1. The log10(clearance) is 1.08. (5) The molecule is O=c1[nH]c2c(O)ccc([C@@H](O)CNCCc3ccccc3CNCCc3ccccc3F)c2s1. The log10(clearance) is 1.44.